This data is from TCR-epitope binding with 47,182 pairs between 192 epitopes and 23,139 TCRs. The task is: Binary Classification. Given a T-cell receptor sequence (or CDR3 region) and an epitope sequence, predict whether binding occurs between them. (1) The epitope is EHPTFTSQYRIQGKL. The TCR CDR3 sequence is CASSHYMGSEQFF. Result: 0 (the TCR does not bind to the epitope). (2) The epitope is AYILFTRFFYV. The TCR CDR3 sequence is CASSPGQLVGLETQYF. Result: 0 (the TCR does not bind to the epitope). (3) The epitope is LPPIVAKEI. The TCR CDR3 sequence is CASSGMNTEAFF. Result: 1 (the TCR binds to the epitope). (4) The epitope is RILGAGCFV. The TCR CDR3 sequence is CASSLFSETQYF. Result: 0 (the TCR does not bind to the epitope). (5) The epitope is NEGVKAAW. The TCR CDR3 sequence is CASRLQGGNTEAFF. Result: 1 (the TCR binds to the epitope). (6) The epitope is SLFNTVATLY. The TCR CDR3 sequence is CASSQAHPQNFYNEQFF. Result: 0 (the TCR does not bind to the epitope). (7) The epitope is IIKDYGKQM. The TCR CDR3 sequence is CASSPDGTYSPLHF. Result: 0 (the TCR does not bind to the epitope).